The task is: Regression/Classification. Given a drug SMILES string, predict its absorption, distribution, metabolism, or excretion properties. Task type varies by dataset: regression for continuous measurements (e.g., permeability, clearance, half-life) or binary classification for categorical outcomes (e.g., BBB penetration, CYP inhibition). Dataset: cyp2c9_veith.. This data is from CYP2C9 inhibition data for predicting drug metabolism from PubChem BioAssay. (1) The drug is Cc1c(/C=C2\SC(=O)N(CC(=O)Nc3ccc4c(c3)OCO4)C2=O)c2ccccc2n1C. The result is 0 (non-inhibitor). (2) The drug is CC(=O)Nc1ccc2c(c1)OCCOCCOc1cc(NC(C)=O)ccc1OCCOCCOCCO2. The result is 0 (non-inhibitor). (3) The result is 0 (non-inhibitor). The compound is C[C@@H](c1ccccc1)N1C(=O)[C@H]2CC[C@@H]3/C(=N\OCc4ccccc4)C[C@@H](O)[C@@H](O)[C@@H]3[C@@H]2C1=O. (4) The molecule is O=[N+]([O-])c1cccc2cn[nH]c12. The result is 0 (non-inhibitor). (5) The compound is C[C@@](N)(C(=O)O)c1cccc(CC(=O)O)c1. The result is 0 (non-inhibitor). (6) The compound is CCNc1ncc2nc(-c3ccc(F)cc3)c(=O)n(CCC#N)c2n1. The result is 0 (non-inhibitor).